This data is from Reaction yield outcomes from USPTO patents with 853,638 reactions. The task is: Predict the reaction yield, written as a fraction of the theoretical maximum amount of product (1.0 means a 100% yield; for example, 0.34 means a 34% yield). (1) The reactants are [C:1]([C:6]([O:8][CH2:9][CH3:10])=[O:7])#[C:2][C:3]([O-:5])=[O:4].[Br:11][C:12]1[CH:17]=[C:16]([O:18][CH3:19])[CH:15]=[CH:14][C:13]=1[OH:20].[F-].[CH2:22]([N+](CCCC)(CCCC)CCCC)[CH2:23]CC. The catalyst is CC(O)C. The product is [Br:11][C:12]1[CH:17]=[C:16]([O:18][CH3:19])[CH:15]=[CH:14][C:13]=1[O:20]/[C:1](=[CH:2]\[C:3]([O:5][CH2:22][CH3:23])=[O:4])/[C:6]([O:8][CH2:9][CH3:10])=[O:7]. The yield is 0.620. (2) The reactants are [F:1][CH:2]([F:27])[C:3]1([C:19]2[CH:24]=[CH:23][CH:22]=[C:21]([F:25])[C:20]=2[CH3:26])[CH:9]2[CH:7]([CH2:8]2)[O:6][C:5]([NH:10]C(=O)C2C=CC=CC=2)=[N:4]1.N12CCCN=C1CCCCC2. The catalyst is CO. The product is [F:27][CH:2]([F:1])[C:3]1([C:19]2[CH:24]=[CH:23][CH:22]=[C:21]([F:25])[C:20]=2[CH3:26])[CH:9]2[CH:7]([CH2:8]2)[O:6][C:5]([NH2:10])=[N:4]1. The yield is 0.651. (3) The reactants are [CH3:1][C:2]([C:5]1[C:10]([C:11]2[CH:16]=[C:15]([O:17][CH3:18])[CH:14]=[CH:13][C:12]=2[F:19])=[CH:9][C:8]([CH2:20][O:21][C:22]2[CH:27]=[CH:26][C:25]([C@H:28]([CH:34]=[C:35]([CH3:37])[CH3:36])[CH2:29][C:30]([O:32]C)=[O:31])=[CH:24][CH:23]=2)=[CH:7][CH:6]=1)([CH3:4])[CH3:3].C1COCC1.CCO.[OH-].[Na+]. No catalyst specified. The product is [CH3:4][C:2]([C:5]1[C:10]([C:11]2[CH:16]=[C:15]([O:17][CH3:18])[CH:14]=[CH:13][C:12]=2[F:19])=[CH:9][C:8]([CH2:20][O:21][C:22]2[CH:23]=[CH:24][C:25]([C@@H:28]([CH:34]=[C:35]([CH3:37])[CH3:36])[CH2:29][C:30]([OH:32])=[O:31])=[CH:26][CH:27]=2)=[CH:7][CH:6]=1)([CH3:1])[CH3:3]. The yield is 0.820. (4) The reactants are [CH3:1][O:2][C:3]1[CH:4]=[C:5]2[C:10](=[CH:11][C:12]=1[O:13][CH3:14])[N:9]=[CH:8][CH:7]=[C:6]2[O:15][C:16]1[CH:22]=[CH:21][C:19]([NH2:20])=[C:18]([CH3:23])[C:17]=1[CH3:24].C1(C)C=CC=CC=1.C(N(CC)CC)C.Cl[C:40](Cl)([O:42]C(=O)OC(Cl)(Cl)Cl)Cl.[Br:51][C:52]1[CH:53]=[C:54]([CH:58]=[CH:59][CH:60]=1)[CH:55]([OH:57])[CH3:56]. The catalyst is C(Cl)Cl. The product is [CH3:1][O:2][C:3]1[CH:4]=[C:5]2[C:10](=[CH:11][C:12]=1[O:13][CH3:14])[N:9]=[CH:8][CH:7]=[C:6]2[O:15][C:16]1[CH:22]=[CH:21][C:19]([NH:20][C:40](=[O:42])[O:57][CH:55]([C:54]2[CH:58]=[CH:59][CH:60]=[C:52]([Br:51])[CH:53]=2)[CH3:56])=[C:18]([CH3:23])[C:17]=1[CH3:24]. The yield is 0.670. (5) The reactants are [CH3:1][C:2]([CH3:32])([CH3:31])[C:3](=[O:30])[CH2:4][O:5][C:6]1[CH:11]=[CH:10][C:9]([C:12]([C:17]2[CH:28]=[CH:27][C:20]3[S:21][C:22]([C:24]([OH:26])=[O:25])=[CH:23][C:19]=3[CH:18]=2)([CH2:15][CH3:16])[CH2:13][CH3:14])=[CH:8][C:7]=1[CH3:29].[BH4-].[Na+]. No catalyst specified. The product is [CH2:13]([C:12]([C:17]1[CH:28]=[CH:27][C:20]2[S:21][C:22]([C:24]([OH:26])=[O:25])=[CH:23][C:19]=2[CH:18]=1)([C:9]1[CH:10]=[CH:11][C:6]([O:5][CH2:4][CH:3]([OH:30])[C:2]([CH3:31])([CH3:32])[CH3:1])=[C:7]([CH3:29])[CH:8]=1)[CH2:15][CH3:16])[CH3:14]. The yield is 0.860. (6) The reactants are [Br:1][C:2]1[CH:8]=[CH:7][C:6]([F:9])=[CH:5][C:3]=1[NH2:4].N([O-])=O.[Na+].[N-:14]=[N+:15]=[N-].[Na+].CC([O-])=O.[Na+]. The catalyst is Cl.O. The product is [N:4]([C:3]1[CH:5]=[C:6]([F:9])[CH:7]=[CH:8][C:2]=1[Br:1])=[N+:14]=[N-:15]. The yield is 0.960. (7) The reactants are [C:1]([O:5][C:6]([N:8]1[C:36]2[C:31](=[CH:32][CH:33]=[C:34]([Cl:37])[CH:35]=2)[C:10]2([CH:15]([C:16]3[CH:21]=[CH:20][CH:19]=[C:18]([Cl:22])[CH:17]=3)[CH2:14][C:13](=[O:23])[NH:12][CH:11]2[C:24]2[CH:29]=[CH:28][CH:27]=[CH:26][C:25]=2[CH3:30])[C:9]1=[O:38])=[O:7])([CH3:4])([CH3:3])[CH3:2].[H-].[Li+].I[CH2:42][CH3:43]. The catalyst is CN(C)C=O. The product is [C:1]([O:5][C:6]([N:8]1[C:36]2[C:31](=[CH:32][CH:33]=[C:34]([Cl:37])[CH:35]=2)[C:10]2([CH:15]([C:16]3[CH:21]=[CH:20][CH:19]=[C:18]([Cl:22])[CH:17]=3)[CH2:14][C:13](=[O:23])[N:12]([CH2:42][CH3:43])[CH:11]2[C:24]2[CH:29]=[CH:28][CH:27]=[CH:26][C:25]=2[CH3:30])[C:9]1=[O:38])=[O:7])([CH3:4])([CH3:2])[CH3:3]. The yield is 0.630. (8) The reactants are C(O[C:6](=[O:22])[NH:7][CH:8]1[CH2:11][N:10]([C:12]2[C:21]3[C:16](=[CH:17][CH:18]=[CH:19][CH:20]=3)[N:15]=[CH:14][N:13]=2)[CH2:9]1)(C)(C)C.C1C=CC2N(O)N=NC=2C=1.CCN=C=NCCCN(C)C.C(OC([NH:51][C@@H:52]([CH2:56][C:57]1[CH:62]=[CH:61][C:60]([Cl:63])=[CH:59][CH:58]=1)C(O)=O)=O)(C)(C)C.C(O)(C(F)(F)F)=O. The catalyst is Cl.CN(C=O)C.C(Cl)Cl. The product is [NH2:51][C@H:52]([CH2:56][C:57]1[CH:62]=[CH:61][C:60]([Cl:63])=[CH:59][CH:58]=1)[C:6]([NH:7][CH:8]1[CH2:9][N:10]([C:12]2[C:21]3[C:16](=[CH:17][CH:18]=[CH:19][CH:20]=3)[N:15]=[CH:14][N:13]=2)[CH2:11]1)=[O:22]. The yield is 0.300. (9) The yield is 0.680. The product is [Cl:1][C:2]1[C:7]([C:8]#[N:11])=[CH:6][N:5]=[CH:4][CH:3]=1. The catalyst is CO. The reactants are [Cl:1][C:2]1[C:7]([CH:8]=O)=[CH:6][N:5]=[CH:4][CH:3]=1.Cl.[NH2:11]O.C([O-])(=O)C.[Na+]. (10) The reactants are [N:1]1[CH:6]=[CH:5][C:4]([CH:7]=O)=[CH:3][CH:2]=1.[C:9]([CH:14]=P(C1C=CC=CC=1)(C1C=CC=CC=1)C1C=CC=CC=1)([O:11][CH2:12][CH3:13])=[O:10]. The catalyst is C1(C)C=CC=CC=1. The product is [CH2:12]([O:11][C:9](=[O:10])/[CH:14]=[CH:7]/[C:4]1[CH:3]=[CH:2][N:1]=[CH:6][CH:5]=1)[CH3:13]. The yield is 0.430.